Dataset: Full USPTO retrosynthesis dataset with 1.9M reactions from patents (1976-2016). Task: Predict the reactants needed to synthesize the given product. (1) Given the product [Cl:1][C:2]1[CH:12]=[C:11]([F:13])[C:10]([S:14]([NH:17][C:18]2[CH:23]=[CH:22][CH:21]=[CH:20][C:19]=2[F:24])(=[O:16])=[O:15])=[CH:9][C:3]=1[C:4]([OH:6])=[O:5], predict the reactants needed to synthesize it. The reactants are: [Cl:1][C:2]1[CH:12]=[C:11]([F:13])[C:10]([S:14]([NH:17][C:18]2[CH:23]=[CH:22][CH:21]=[CH:20][C:19]=2[F:24])(=[O:16])=[O:15])=[CH:9][C:3]=1[C:4]([O:6]CC)=[O:5].C(O)C.[OH-].[Na+].Cl. (2) The reactants are: C(OC(=O)[NH:7][C:8]([CH3:42])([C:23]1[NH:24][C:25]([C:28]2[CH:33]=[CH:32][C:31]([CH2:34][CH2:35][CH2:36][CH2:37][CH2:38][CH2:39][CH2:40][CH3:41])=[CH:30][CH:29]=2)=[CH:26][N:27]=1)[CH2:9][O:10][P:11]([O:18]C(C)(C)C)([O:13]C(C)(C)C)=[O:12])(C)(C)C.FC(F)(F)C(O)=O. Given the product [NH2:7][C:8]([C:23]1[NH:24][C:25]([C:28]2[CH:29]=[CH:30][C:31]([CH2:34][CH2:35][CH2:36][CH2:37][CH2:38][CH2:39][CH2:40][CH3:41])=[CH:32][CH:33]=2)=[CH:26][N:27]=1)([CH3:42])[CH2:9][O:10][P:11](=[O:12])([OH:18])[OH:13], predict the reactants needed to synthesize it.